This data is from Forward reaction prediction with 1.9M reactions from USPTO patents (1976-2016). The task is: Predict the product of the given reaction. (1) Given the reactants [CH3:1][CH:2]([CH3:22])[CH2:3][NH:4][C@@H:5]1[CH2:10][N:9]([C:11]([O:13][C:14]([CH3:17])([CH3:16])[CH3:15])=[O:12])[CH2:8][C@H:7]([C:18]([O:20]C)=O)[CH2:6]1.[CH2-:23][CH2:24][CH2:25][CH2:26][CH2-:27].[Mg+2].[Mg+2].[Br-].[Br-].[Cl-].[NH4+], predict the reaction product. The product is: [OH:20][C:18]1([C@@H:7]2[CH2:6][C@H:5]([NH:4][CH2:3][CH:2]([CH3:1])[CH3:22])[CH2:10][N:9]([C:11]([O:13][C:14]([CH3:15])([CH3:16])[CH3:17])=[O:12])[CH2:8]2)[CH2:27][CH2:26][CH2:25][CH2:24][CH2:23]1. (2) Given the reactants Br[C:2]1[CH:30]=[CH:29][C:5]([CH2:6][C@@H:7]([C:26]([OH:28])=[O:27])[NH:8][C:9]([C@H:11]2[CH2:16][CH2:15][C@H:14]([CH2:17][NH:18][C:19]([O:21][C:22]([CH3:25])([CH3:24])[CH3:23])=[O:20])[CH2:13][CH2:12]2)=[O:10])=[CH:4][CH:3]=1.[CH3:31][C:32]1[N:37]=[C:36]([C:38]([O:40][CH3:41])=[O:39])[CH:35]=[CH:34][C:33]=1B1OC(C)(C)C(C)(C)O1.C(=O)([O-])[O-].[Na+].[Na+], predict the reaction product. The product is: [C:22]([O:21][C:19]([NH:18][CH2:17][C@H:14]1[CH2:15][CH2:16][C@H:11]([C:9]([NH:8][C@H:7]([C:26]([OH:28])=[O:27])[CH2:6][C:5]2[CH:29]=[CH:30][C:2]([C:33]3[C:32]([CH3:31])=[N:37][C:36]([C:38]([O:40][CH3:41])=[O:39])=[CH:35][CH:34]=3)=[CH:3][CH:4]=2)=[O:10])[CH2:12][CH2:13]1)=[O:20])([CH3:25])([CH3:24])[CH3:23]. (3) Given the reactants [CH3:1][O:2][C:3]([NH:5][C@H:6]([C:10]([OH:12])=[O:11])[CH:7]([CH3:9])[CH3:8])=[O:4].N[C@@H:14]([C@H](C)CC)C(O)=O, predict the reaction product. The product is: [CH3:1][O:2][C:3]([NH:5][C@@H:6]([C@H:7]([CH3:9])[CH2:8][CH3:14])[C:10]([OH:12])=[O:11])=[O:4]. (4) Given the reactants Cl[CH2:2][C:3]1[CH:11]=[CH:10][C:6]([C:7]([OH:9])=[O:8])=[CH:5][CH:4]=1.[N-:12]=[N+:13]=[N-:14].[Na+], predict the reaction product. The product is: [N:12]([CH2:2][C:3]1[CH:11]=[CH:10][C:6]([C:7]([OH:9])=[O:8])=[CH:5][CH:4]=1)=[N+:13]=[N-:14]. (5) Given the reactants [CH3:1][C:2]([N:10]1[CH2:15][CH2:14][CH:13]([NH:16][CH2:17][C:18]2[CH:23]=[CH:22][C:21]([C:24]3[CH:29]=[CH:28][C:27]([O:30][C:31]([F:34])([F:33])[F:32])=[CH:26][CH:25]=3)=[CH:20][CH:19]=2)[CH2:12][CH2:11]1)([CH3:9])[C:3]([O:5][CH:6]([CH3:8])[CH3:7])=[O:4].[F:35][C:36]1[C:41]([F:42])=[CH:40][CH:39]=[CH:38][C:37]=1[CH2:43][CH2:44][C:45]1[N:50]([CH2:51][C:52](O)=[O:53])[C:49]2[N:55]=[CH:56][CH:57]=[CH:58][C:48]=2[C:47](=[O:59])[N:46]=1.CN(C(ON1N=NC2C=CC=NC1=2)=[N+](C)C)C.F[P-](F)(F)(F)(F)F.CCN(C(C)C)C(C)C, predict the reaction product. The product is: [F:35][C:36]1[C:41]([F:42])=[CH:40][CH:39]=[CH:38][C:37]=1[CH2:43][CH2:44][C:45]1[N:50]([CH2:51][C:52]([N:16]([CH2:17][C:18]2[CH:23]=[CH:22][C:21]([C:24]3[CH:25]=[CH:26][C:27]([O:30][C:31]([F:33])([F:32])[F:34])=[CH:28][CH:29]=3)=[CH:20][CH:19]=2)[CH:13]2[CH2:14][CH2:15][N:10]([C:2]([CH3:1])([CH3:9])[C:3]([O:5][CH:6]([CH3:8])[CH3:7])=[O:4])[CH2:11][CH2:12]2)=[O:53])[C:49]2[N:55]=[CH:56][CH:57]=[CH:58][C:48]=2[C:47](=[O:59])[N:46]=1. (6) Given the reactants C(=O)([O-])[O-].[K+].[K+].[CH:7]1([C:10]([OH:20])([C:14]#[C:15][Si](C)(C)C)[CH2:11][O:12][CH3:13])[CH2:9][CH2:8]1, predict the reaction product. The product is: [CH:7]1([C:10]([OH:20])([C:14]#[CH:15])[CH2:11][O:12][CH3:13])[CH2:9][CH2:8]1.